This data is from Catalyst prediction with 721,799 reactions and 888 catalyst types from USPTO. The task is: Predict which catalyst facilitates the given reaction. (1) Reactant: [OH:1][CH:2]([CH3:7])[CH2:3][C:4]([OH:6])=[O:5].[CH3:8][C:9]([Si:12](Cl)([CH3:14])[CH3:13])([CH3:11])[CH3:10]. Product: [C:9]([Si:12]([CH3:14])([CH3:13])[O:1][CH:2]([CH3:7])[CH2:3][C:4]([OH:6])=[O:5])([CH3:11])([CH3:10])[CH3:8]. The catalyst class is: 2. (2) Reactant: [Cl:1][C:2]1[N:10]=[CH:9][CH:8]=[C:7]([I:11])[C:3]=1[C:4]([OH:6])=O.[F:12][C:13]1[CH:19]=[C:18]([F:20])[CH:17]=[CH:16][C:14]=1[NH2:15].C1CN([P+](Br)(N2CCCC2)N2CCCC2)CC1.F[P-](F)(F)(F)(F)F.CCN(C(C)C)C(C)C. Product: [Cl:1][C:2]1[N:10]=[CH:9][CH:8]=[C:7]([I:11])[C:3]=1[C:4]([NH:15][C:14]1[CH:16]=[CH:17][C:18]([F:20])=[CH:19][C:13]=1[F:12])=[O:6]. The catalyst class is: 3. (3) Reactant: C([O:8][C:9]1[CH:14]=[C:13]([O:15]CC2C=CC=CC=2)[C:12]([CH:23]=[CH:24][C:25]2[CH:30]=[CH:29][C:28]([O:31][CH3:32])=[C:27]([O:33][CH3:34])[CH:26]=2)=[CH:11][C:10]=1[C:35]1[N:36]([C:41]2[CH:42]=[C:43]3[C:47](=[CH:48][CH:49]=2)[N:46]([CH3:50])[CH:45]=[CH:44]3)[C:37]([OH:40])=[N:38][N:39]=1)C1C=CC=CC=1. Product: [CH3:34][O:33][C:27]1[CH:26]=[C:25]([CH2:24][CH2:23][C:12]2[CH:11]=[C:10]([C:35]3[N:36]([C:41]4[CH:42]=[C:43]5[C:47](=[CH:48][CH:49]=4)[N:46]([CH3:50])[CH:45]=[CH:44]5)[C:37]([OH:40])=[N:38][N:39]=3)[C:9]([OH:8])=[CH:14][C:13]=2[OH:15])[CH:30]=[CH:29][C:28]=1[O:31][CH3:32]. The catalyst class is: 43.